From a dataset of Reaction yield outcomes from USPTO patents with 853,638 reactions. Predict the reaction yield, written as a fraction of the theoretical maximum amount of product (1.0 means a 100% yield; for example, 0.34 means a 34% yield). The reactants are [Cl:1][C:2]1[CH:16]=[CH:15][C:5]([CH2:6][N:7]2[CH:12]=[C:11](Br)[CH:10]=[CH:9][C:8]2=[O:14])=[C:4]([F:17])[CH:3]=1.[CH3:18][O:19][C:20]1[CH:25]=[CH:24][C:23](B(O)O)=[CH:22][CH:21]=1. No catalyst specified. The product is [F:17][C:4]1[CH:3]=[C:2]([Cl:1])[CH:16]=[CH:15][C:5]=1[CH2:6][N:7]1[CH:12]=[C:11]([C:23]2[CH:24]=[CH:25][C:20]([O:19][CH3:18])=[CH:21][CH:22]=2)[CH:10]=[CH:9][C:8]1=[O:14]. The yield is 1.00.